Dataset: CYP1A2 inhibition data for predicting drug metabolism from PubChem BioAssay. Task: Regression/Classification. Given a drug SMILES string, predict its absorption, distribution, metabolism, or excretion properties. Task type varies by dataset: regression for continuous measurements (e.g., permeability, clearance, half-life) or binary classification for categorical outcomes (e.g., BBB penetration, CYP inhibition). Dataset: cyp1a2_veith. (1) The drug is Cc1nnc(SCC(=O)N2CC(=O)Nc3ccccc32)n1Cc1ccccc1. The result is 0 (non-inhibitor). (2) The drug is Cc1cccc(NC(=S)Nc2ccc(Br)cc2)c1. The result is 1 (inhibitor). (3) The molecule is CCOc1ccc(-n2c(=O)[nH]cc(C(=O)N3CCCc4ccccc43)c2=O)cc1. The result is 0 (non-inhibitor). (4) The compound is CC(C)C(=O)Nc1ccc([N+](=O)[O-])c(C(F)(F)F)c1. The result is 1 (inhibitor). (5) The molecule is Cc1nc(SCC(=O)Nc2ccc(N3CCOCC3)cc2)nc(C)c1C. The result is 0 (non-inhibitor). (6) The compound is CN(C)C(=O)c1ccc(-c2nc(Nc3ccncc3)c3ccccc3n2)cc1. The result is 1 (inhibitor). (7) The drug is CCOC(=O)NC(NC(=O)OCC)C(=O)c1ccccc1. The result is 1 (inhibitor). (8) The molecule is COc1cccc(Cn2c(=O)c(-c3cccc(C#N)c3)nc3cnc(N4CCN(C)CC4)nc32)c1. The result is 0 (non-inhibitor). (9) The molecule is CC(C)(C)c1ccc(S(=O)(=O)/C=C\C#N)cc1. The result is 1 (inhibitor). (10) The compound is O=C(O)CCCC[C@H]1SC[C@H]2NC(=O)N[C@@H]21. The result is 0 (non-inhibitor).